Predict the reactants needed to synthesize the given product. From a dataset of Full USPTO retrosynthesis dataset with 1.9M reactions from patents (1976-2016). (1) Given the product [NH2:9][C:10]([C:18]1[CH:19]=[CH:20][C:21]([O:24][CH3:25])=[CH:22][CH:23]=1)([CH2:15][C:16]#[CH:17])[C:11]([O:13][CH3:14])=[O:12], predict the reactants needed to synthesize it. The reactants are: ClC1C=CC(C=[N:9][C:10]([C:18]2[CH:23]=[CH:22][C:21]([O:24][CH3:25])=[CH:20][CH:19]=2)([CH2:15][C:16]#[CH:17])[C:11]([O:13][CH3:14])=[O:12])=CC=1.Cl. (2) Given the product [S:12]1[CH:13]=[CH:14][N:15]=[C:11]1[NH:10][C:34]([C:27]1[C:28]2[C:33](=[CH:32][CH:31]=[CH:30][CH:29]=2)[N:25]([CH2:2][C:3]2[CH:8]=[CH:7][CH:6]=[C:5]([Cl:9])[CH:4]=2)[CH:26]=1)=[O:35], predict the reactants needed to synthesize it. The reactants are: Br[CH2:2][C:3]1[CH:8]=[CH:7][CH:6]=[C:5]([Cl:9])[CH:4]=1.[NH2:10][C:11]1[S:12][CH:13]=[CH:14][N:15]=1.N1C2C(=CC=CC=2)C=C1.[NH:25]1[C:33]2[C:28](=[CH:29][CH:30]=[CH:31][CH:32]=2)[C:27]([C:34](OC)=[O:35])=[CH:26]1. (3) The reactants are: [CH2:1]([N:3](CC1C=CC(OC)=CC=1)[C:4]1[CH:5]=[C:6]([N:15]2[CH2:19][CH2:18][CH2:17][C:16]2=[O:20])[C:7]([F:14])=[C:8]([CH:13]=1)[C:9]([O:11][CH3:12])=[O:10])[CH3:2]. Given the product [CH2:1]([NH:3][C:4]1[CH:5]=[C:6]([N:15]2[CH2:19][CH2:18][CH2:17][C:16]2=[O:20])[C:7]([F:14])=[C:8]([CH:13]=1)[C:9]([O:11][CH3:12])=[O:10])[CH3:2], predict the reactants needed to synthesize it. (4) Given the product [CH3:1][C:2]1([CH3:11])[O:6][C@@H:5]2[CH2:7][CH2:8][C@@H:9]([N:40]3[C:36]4[C:35]([F:41])=[CH:34][N:33]=[C:32]([F:31])[C:37]=4[N:38]=[CH:39]3)[C@@H:4]2[O:3]1.[CH3:1][C:2]1([CH3:11])[O:6][C@@H:5]2[CH2:7][CH2:8][C@@H:9]([N:38]3[C:37]4[C:32]([F:31])=[N:33][CH:34]=[C:35]([F:41])[C:36]=4[N:40]=[CH:39]3)[C@@H:4]2[O:3]1, predict the reactants needed to synthesize it. The reactants are: [CH3:1][C:2]1([CH3:11])[O:6][C@@H:5]2[CH2:7][CH2:8][C@H:9](O)[C@@H:4]2[O:3]1.C1(P(C2C=CC=CC=2)C2C=CC=CC=2)C=CC=CC=1.[F:31][C:32]1[C:37]2[N:38]=[CH:39][NH:40][C:36]=2[C:35]([F:41])=[CH:34][N:33]=1.CC(OC(/N=N/C(OC(C)C)=O)=O)C. (5) Given the product [F:1][C:2]1[CH:7]=[CH:6][CH:5]=[CH:4][C:3]=1[N:8]1[C:12]([CH2:13][O:14][CH3:15])=[C:11]([C:16]2[O:18][N:20]=[C:21]([C:23]3[CH:24]=[C:25]4[C:29](=[CH:30][CH:31]=3)[NH:28][N:27]=[CH:26]4)[N:22]=2)[N:10]=[N:9]1, predict the reactants needed to synthesize it. The reactants are: [F:1][C:2]1[CH:7]=[CH:6][CH:5]=[CH:4][C:3]=1[N:8]1[C:12]([CH2:13][O:14][CH3:15])=[C:11]([C:16]([OH:18])=O)[N:10]=[N:9]1.O[N:20]=[C:21]([C:23]1[CH:24]=[C:25]2[C:29](=[CH:30][CH:31]=1)[NH:28][N:27]=[CH:26]2)[NH2:22]. (6) Given the product [CH2:17]([C:18]1([CH3:19])[NH:1][C:2]2[CH:6]=[C:5]([C:7]3[CH:8]=[CH:9][N:10]=[CH:11][CH:12]=3)[S:4][C:3]=2[C:13](=[O:14])[NH:15]1)[CH3:16], predict the reactants needed to synthesize it. The reactants are: [NH2:1][C:2]1[CH:6]=[C:5]([C:7]2[CH:12]=[CH:11][N:10]=[CH:9][CH:8]=2)[S:4][C:3]=1[C:13]([NH2:15])=[O:14].[CH3:16][C:17](=O)[CH2:18][CH3:19].O.C1(C)C=CC(S(O)(=O)=O)=CC=1.C(=O)([O-])O.[Na+].